Task: Predict which catalyst facilitates the given reaction.. Dataset: Catalyst prediction with 721,799 reactions and 888 catalyst types from USPTO (1) Reactant: Br[C:2]1[S:6][C:5]([C:7]([O:9][CH3:10])=[O:8])=[C:4]([NH:11][C:12](=O)[C:13](F)(F)F)[CH:3]=1.CC1(C)C(C)(C)OB([C:26]2[CH:31]=[CH:30][C:29]([C:32]3[CH:40]=[C:35]4[N:36]=[CH:37][CH:38]=[CH:39][N:34]4[N:33]=3)=[CH:28][CH:27]=2)O1.C([O-])([O-])=O.[Na+].[Na+]. Product: [CH3:10][O:9][C:7]([C:5]1[S:6][C:2]([C:26]2[CH:27]=[CH:28][C:29]([C:32]3[CH:40]=[C:35]4[N:36]=[CH:37][CH:38]=[CH:39][N:34]4[N:33]=3)=[CH:30][CH:31]=2)=[CH:3][C:4]=1[NH:11][CH2:12][C:13]1[CH:31]=[CH:30][C:29]([CH3:32])=[CH:28][CH:27]=1)=[O:8]. The catalyst class is: 128. (2) Reactant: [NH:1]1[C:9]2[C:4](=[CH:5][CH:6]=[CH:7][CH:8]=2)[CH2:3][C:2]1=[O:10].[OH:11][CH2:12][CH2:13][CH2:14][C:15]1[C:16]2[CH2:26][CH2:25][CH2:24][CH2:23][CH2:22][C:17]=2[NH:18][C:19]=1[CH:20]=O.N1CCCCC1. Product: [OH:11][CH2:12][CH2:13][CH2:14][C:15]1[C:16]2[CH2:26][CH2:25][CH2:24][CH2:23][CH2:22][C:17]=2[NH:18][C:19]=1/[CH:20]=[C:3]1\[C:2](=[O:10])[NH:1][C:9]2[C:4]\1=[CH:5][CH:6]=[CH:7][CH:8]=2. The catalyst class is: 8.